From a dataset of Forward reaction prediction with 1.9M reactions from USPTO patents (1976-2016). Predict the product of the given reaction. The product is: [C:29]([O:15][C:14]1[C:13]([CH3:16])=[C:12]([C:17]2[O:18][C:19]3[CH:25]=[CH:24][C:23]([CH:26]=[O:27])=[CH:22][C:20]=3[CH:21]=2)[O:11][C:10](=[O:28])[C:9]=1[CH3:8])(=[O:31])[CH3:30]. Given the reactants CCN(CC)CC.[CH3:8][C:9]1[C:10](=[O:28])[O:11][C:12]([C:17]2[O:18][C:19]3[CH:25]=[CH:24][C:23]([CH:26]=[O:27])=[CH:22][C:20]=3[CH:21]=2)=[C:13]([CH3:16])[C:14]=1[OH:15].[C:29](Cl)(=[O:31])[CH3:30].O, predict the reaction product.